Dataset: Forward reaction prediction with 1.9M reactions from USPTO patents (1976-2016). Task: Predict the product of the given reaction. Given the reactants Br[C:2]1[CH:3]=[C:4]([C:17]#[N:18])[C:5](=[O:16])[N:6]([C:9]2[CH:14]=[CH:13][C:12]([F:15])=[CH:11][CH:10]=2)[C:7]=1[CH3:8].[CH3:19][Sn](C)(C)C.O.C(OCC)(=O)C, predict the reaction product. The product is: [F:15][C:12]1[CH:13]=[CH:14][C:9]([N:6]2[C:7]([CH3:8])=[C:2]([CH3:19])[CH:3]=[C:4]([C:17]#[N:18])[C:5]2=[O:16])=[CH:10][CH:11]=1.